From a dataset of Forward reaction prediction with 1.9M reactions from USPTO patents (1976-2016). Predict the product of the given reaction. (1) Given the reactants [Cl:1][C:2]1[CH:7]=[CH:6][C:5]([S:8][C:9]2[CH:14]=[CH:13][CH:12]=[CH:11][C:10]=2[CH:15]=[CH:16][C:17]([NH:19][CH2:20][CH2:21][CH2:22][CH:23]([OH:25])[CH3:24])=[O:18])=[CH:4][CH:3]=1, predict the reaction product. The product is: [Cl:1][C:2]1[CH:3]=[CH:4][C:5]([S:8][C:9]2[CH:14]=[CH:13][CH:12]=[CH:11][C:10]=2[CH2:15][CH2:16][C:17]([NH:19][CH2:20][CH2:21][CH2:22][CH:23]([OH:25])[CH3:24])=[O:18])=[CH:6][CH:7]=1. (2) The product is: [Cl:7][C:8]1[CH:9]=[C:10]([C@@H:17]([CH2:21][CH:22]2[CH2:26][CH2:25][CH2:24][C:23]2=[O:27])[C:18]([OH:20])=[O:19])[CH:11]=[CH:12][C:13]=1[S:14]([CH3:16])(=[O:2])=[O:15]. Given the reactants [Mn]([O-])(=O)(=O)=[O:2].[K+].[Cl:7][C:8]1[CH:9]=[C:10]([C@@H:17]([CH2:21][CH:22]2[CH2:26][CH2:25][CH2:24][C:23]2=[O:27])[C:18]([OH:20])=[O:19])[CH:11]=[CH:12][C:13]=1[S:14]([CH3:16])=[O:15], predict the reaction product. (3) Given the reactants Cl[C:2]1[N:7]=[C:6]([O:8][C@@H:9]([C@H:11]2[CH2:15][NH:14][C:13](=[O:16])[CH2:12]2)[CH3:10])[C:5]2=[CH:17][N:18]([CH3:20])[N:19]=[C:4]2[CH:3]=1.CC1(C)C(C)(C)OB([C:29]2[CH:30]=[N:31][N:32]([CH:34]3[CH2:39][CH2:38][N:37]([C:40]([O:42][C:43]([CH3:46])([CH3:45])[CH3:44])=[O:41])[CH2:36][CH2:35]3)[CH:33]=2)O1.C(=O)([O-])[O-].[Na+].[Na+], predict the reaction product. The product is: [CH3:20][N:18]1[CH:17]=[C:5]2[C:6]([O:8][C@@H:9]([C@@H:11]3[CH2:12][C:13](=[O:16])[NH:14][CH2:15]3)[CH3:10])=[N:7][C:2]([C:29]3[CH:30]=[N:31][N:32]([CH:34]4[CH2:35][CH2:36][N:37]([C:40]([O:42][C:43]([CH3:46])([CH3:45])[CH3:44])=[O:41])[CH2:38][CH2:39]4)[CH:33]=3)=[CH:3][C:4]2=[N:19]1. (4) Given the reactants C1(C)C=CC(C([C@@](C(O)=O)(O)[C@@](C(C2C=CC(C)=CC=2)=O)(O)C(O)=O)=O)=CC=1.[NH2:29][C@H:30]1[C:36]2[CH:37]=[CH:38][CH:39]=[CH:40][C:35]=2[CH2:34][CH2:33][N:32]([CH3:41])[C:31]1=[O:42], predict the reaction product. The product is: [NH2:29][C@H:30]1[C:36]2[CH:37]=[CH:38][CH:39]=[CH:40][C:35]=2[CH2:34][CH2:33][N:32]([CH3:41])[C:31]1=[O:42]. (5) Given the reactants [I:1][C:2]1[CH:3]=[C:4]2[C:9](=[CH:10][CH:11]=1)[N:8]=[C:7]([Cl:12])[N:6]=[C:5]2Cl.[NH2:14][CH2:15][C:16]1[CH:21]=[CH:20][C:19]([NH:22][C:23]([CH:25]2[CH2:30][CH2:29][N:28]([CH2:31][C:32]3[CH:37]=[CH:36][CH:35]=[CH:34][CH:33]=3)[CH2:27][CH2:26]2)=[O:24])=[CH:18][CH:17]=1, predict the reaction product. The product is: [CH2:31]([N:28]1[CH2:29][CH2:30][CH:25]([C:23]([NH:22][C:19]2[CH:20]=[CH:21][C:16]([CH2:15][NH:14][C:5]3[C:4]4[C:9](=[CH:10][CH:11]=[C:2]([I:1])[CH:3]=4)[N:8]=[C:7]([Cl:12])[N:6]=3)=[CH:17][CH:18]=2)=[O:24])[CH2:26][CH2:27]1)[C:32]1[CH:37]=[CH:36][CH:35]=[CH:34][CH:33]=1. (6) Given the reactants [Cl:1][C:2]1[C:7]([C:8]([NH:10][C:11]2[CH:16]=[CH:15][C:14]([O:17]CC)=[CH:13][CH:12]=2)=[O:9])=[CH:6][CH:5]=[CH:4][N:3]=1.CCOC1C=CC(N)=CC=1.OC1C=CC(N)=CC=1, predict the reaction product. The product is: [Cl:1][C:2]1[C:7]([C:8]([NH:10][C:11]2[CH:16]=[CH:15][C:14]([OH:17])=[CH:13][CH:12]=2)=[O:9])=[CH:6][CH:5]=[CH:4][N:3]=1. (7) Given the reactants [CH3:1][S:2]([NH2:5])(=[O:4])=[O:3].[OH-].[Na+].Cl[CH2:9][C@@H:10]1[CH2:12][O:11]1.Cl, predict the reaction product. The product is: [O:11]1[CH2:12][C@@H:10]1[CH2:9][CH2:1][S:2]([NH2:5])(=[O:4])=[O:3]. (8) Given the reactants [H-].[Na+].[F:3][C:4]([F:8])([F:7])[CH2:5][OH:6].Cl[C:10]1[CH:11]=[C:12]([CH:15]=[CH:16][N:17]=1)[C:13]#[N:14], predict the reaction product. The product is: [F:3][C:4]([F:8])([F:7])[CH2:5][O:6][C:10]1[CH:11]=[C:12]([CH:15]=[CH:16][N:17]=1)[C:13]#[N:14]. (9) Given the reactants [CH2:1]([O:3][C:4]([CH:6]1[CH2:11][CH2:10][NH:9][C:8](=[O:12])[CH2:7]1)=[O:5])[CH3:2].F[B-](F)(F)F.[CH3:18][O+](C)C.C(=O)(O)[O-].[Na+], predict the reaction product. The product is: [CH2:1]([O:3][C:4]([CH:6]1[CH2:11][CH2:10][N:9]=[C:8]([O:12][CH3:18])[CH2:7]1)=[O:5])[CH3:2].